This data is from Full USPTO retrosynthesis dataset with 1.9M reactions from patents (1976-2016). The task is: Predict the reactants needed to synthesize the given product. (1) Given the product [CH2:1]([O:3][C:4]([CH:6]1[CH2:11][CH2:10][C:9]2([O:22][CH2:21][CH2:20][O:12]2)[CH2:8][CH2:7]1)=[O:5])[CH3:2], predict the reactants needed to synthesize it. The reactants are: [CH2:1]([O:3][C:4]([CH:6]1[CH2:11][CH2:10][C:9](=[O:12])[CH2:8][CH2:7]1)=[O:5])[CH3:2].C(OC)(OC)OC.[CH2:20](O)[CH2:21][OH:22].C1(C)C=CC(S(O)(=O)=O)=CC=1. (2) Given the product [NH2:32][C:26]1[N:27]=[C:28]([NH:31][C:13]([C:12]2[C:8]([CH3:7])=[N:9][O:10][CH:11]=2)=[O:15])[CH:29]=[N:30][C:25]=1[C:20]1[CH:21]=[CH:22][CH:23]=[CH:24][C:19]=1[O:18][C:17]([F:34])([F:33])[F:16], predict the reactants needed to synthesize it. The reactants are: C(Cl)(=O)C(Cl)=O.[CH3:7][C:8]1[C:12]([C:13]([OH:15])=O)=[CH:11][O:10][N:9]=1.[F:16][C:17]([F:34])([F:33])[O:18][C:19]1[CH:24]=[CH:23][CH:22]=[CH:21][C:20]=1[C:25]1[C:26]([NH2:32])=[N:27][C:28]([NH2:31])=[CH:29][N:30]=1.N1C(C)=CC=CC=1C.